This data is from Full USPTO retrosynthesis dataset with 1.9M reactions from patents (1976-2016). The task is: Predict the reactants needed to synthesize the given product. (1) The reactants are: [C:1]([C:5]1[CH:10]=[CH:9][C:8]([NH:11][C:12]2[C:20]3[C:15](=[CH:16][CH:17]=[CH:18][CH:19]=3)[NH:14][C:13]=2[C:21]([O:23][CH2:24][CH3:25])=[O:22])=[CH:7][CH:6]=1)([CH3:4])([CH3:3])[CH3:2].C[Si]([N-][Si](C)(C)C)(C)C.[Na+].Cl[CH2:37][C:38]1[CH:43]=[C:42]([O:44][CH2:45][CH2:46][O:47][CH3:48])[CH:41]=[C:40]([O:49][CH2:50][CH2:51][O:52][CH3:53])[CH:39]=1. Given the product [CH3:53][O:52][CH2:51][CH2:50][O:49][C:40]1[CH:39]=[C:38]([CH:43]=[C:42]([O:44][CH2:45][CH2:46][O:47][CH3:48])[CH:41]=1)[CH2:37][N:14]1[C:15]2[C:20](=[CH:19][CH:18]=[CH:17][CH:16]=2)[C:12]([NH:11][C:8]2[CH:7]=[CH:6][C:5]([C:1]([CH3:4])([CH3:2])[CH3:3])=[CH:10][CH:9]=2)=[C:13]1[C:21]([O:23][CH2:24][CH3:25])=[O:22], predict the reactants needed to synthesize it. (2) Given the product [C:19]([O:22][C:23](=[O:25])[NH:14][C:5]1[CH:6]=[C:7]([O:8][CH2:9][C:10]([F:13])([F:12])[F:11])[C:2]([C:35]([F:38])([F:37])[F:36])=[CH:3][C:4]=1[N+:15]([O-:17])=[O:16])([CH3:21])([CH3:20])[CH3:18], predict the reactants needed to synthesize it. The reactants are: I[C:2]1[C:7]([O:8][CH2:9][C:10]([F:13])([F:12])[F:11])=[CH:6][C:5]([NH2:14])=[C:4]([N+:15]([O-:17])=[O:16])[CH:3]=1.[CH3:18][C:19]([O:22][C:23]([O:25]C(OC(C)(C)C)=O)=O)([CH3:21])[CH3:20].C(O)([C:35]([F:38])([F:37])[F:36])=O. (3) The reactants are: Br[C:2]1[CH:3]=[CH:4][C:5]([CH:8]=[O:9])=[N:6][CH:7]=1.[CH3:10][C:11]1[CH:12]=[C:13]([NH:26][C:27]2[N:32]=[C:31]([C:33]([F:36])([F:35])[F:34])[CH:30]=[CH:29][N:28]=2)[CH:14]=[C:15](B2OC(C)(C)C(C)(C)O2)[CH:16]=1.C(=O)([O-])[O-].[Na+].[Na+]. Given the product [CH3:10][C:11]1[CH:16]=[C:15]([C:2]2[CH:3]=[CH:4][C:5]([CH:8]=[O:9])=[N:6][CH:7]=2)[CH:14]=[C:13]([NH:26][C:27]2[N:32]=[C:31]([C:33]([F:36])([F:34])[F:35])[CH:30]=[CH:29][N:28]=2)[CH:12]=1, predict the reactants needed to synthesize it. (4) Given the product [CH3:18][O:16][C:15](=[O:17])[CH2:14][C:10]1[CH:11]=[CH:12][CH:13]=[C:8]([O:1][C:2]2[CH:3]=[CH:4][CH:5]=[CH:6][CH:7]=2)[CH:9]=1, predict the reactants needed to synthesize it. The reactants are: [O:1]([C:8]1[CH:9]=[C:10]([CH2:14][C:15]([OH:17])=[O:16])[CH:11]=[CH:12][CH:13]=1)[C:2]1[CH:7]=[CH:6][CH:5]=[CH:4][CH:3]=1.[CH3:18]OC(=O)C(N)CCC.Cl.CN(C)C. (5) Given the product [C:27]([N:21]1[CH2:22][CH2:23][N:24]([C:9]2[CH:8]=[CH:7][C:3]([C:4]([NH2:6])=[O:5])=[C:2]([N:13]([CH3:12])[C:14]3[CH:15]=[C:16]([CH3:20])[CH:17]=[CH:18][CH:19]=3)[N:10]=2)[CH2:25][CH2:26]1)(=[O:29])[CH:34]=[CH2:35], predict the reactants needed to synthesize it. The reactants are: Cl[C:2]1[N:10]=[C:9](Cl)[CH:8]=[CH:7][C:3]=1[C:4]([NH2:6])=[O:5].[CH3:12][NH:13][C:14]1[CH:19]=[CH:18][CH:17]=[C:16]([CH3:20])[CH:15]=1.[N:21]1([C:27]([O:29]C(C)(C)C)=O)[CH2:26][CH2:25][NH:24][CH2:23][CH2:22]1.[C:34](O)(=O)[CH:35]=C. (6) Given the product [CH3:12][C:9]1[CH:8]=[CH:7][C:6]([CH2:5][C@H:2]2[CH2:3][O:4][C:23](=[O:25])[NH:1]2)=[CH:11][CH:10]=1, predict the reactants needed to synthesize it. The reactants are: [NH2:1][C@@H:2]([CH2:5][C:6]1[CH:11]=[CH:10][C:9]([CH3:12])=[CH:8][CH:7]=1)[CH2:3][OH:4].C(N(C(C)C)CC)(C)C.Cl[C:23](Cl)([O:25]C(=O)OC(Cl)(Cl)Cl)Cl.